Task: Predict the reactants needed to synthesize the given product.. Dataset: Full USPTO retrosynthesis dataset with 1.9M reactions from patents (1976-2016) (1) The reactants are: [C:1]([O:5][C:6]([N:8]1[CH2:13][CH2:12][CH:11]([CH2:14][N:15]2[CH2:20][CH2:19][NH:18][CH2:17][C:16]2=[O:21])[CH2:10][CH2:9]1)=[O:7])([CH3:4])([CH3:3])[CH3:2].C(=O)([O-])[O-].[Na+].[Na+].C(OCC)(=O)C.[Br:34][C:35]1[CH:36]=[C:37]([S:41](Cl)(=[O:43])=[O:42])[CH:38]=[CH:39][CH:40]=1. Given the product [Br:34][C:35]1[CH:36]=[C:37]([S:41]([N:18]2[CH2:19][CH2:20][N:15]([CH2:14][CH:11]3[CH2:12][CH2:13][N:8]([C:6]([O:5][C:1]([CH3:4])([CH3:2])[CH3:3])=[O:7])[CH2:9][CH2:10]3)[C:16](=[O:21])[CH2:17]2)(=[O:43])=[O:42])[CH:38]=[CH:39][CH:40]=1, predict the reactants needed to synthesize it. (2) Given the product [O:26]=[C:20]1[CH:19]([N:18]2[C:12](=[O:14])[C:6]3[C:7]([C:9]([OH:11])=[O:10])=[CH:8][C:3]([O:2][CH3:1])=[CH:4][C:5]=3[C:15]2=[O:17])[CH2:24][CH2:23][C:22](=[O:25])[NH:21]1, predict the reactants needed to synthesize it. The reactants are: [CH3:1][O:2][C:3]1[CH:4]=[C:5]([C:15]([OH:17])=O)[C:6]([C:12]([OH:14])=O)=[C:7]([C:9]([OH:11])=[O:10])[CH:8]=1.[NH2:18][CH:19]1[CH2:24][CH2:23][C:22](=[O:25])[NH:21][C:20]1=[O:26]. (3) Given the product [C:25]1([C:17]2[C:16]3[C:21](=[CH:22][C:13]([CH2:12][NH:1][C:2]4[O:6][C:5]([C:7](=[O:10])[CH2:8][CH3:9])=[N:4][N:3]=4)=[CH:14][CH:15]=3)[N:20]=[C:19]([C:23]#[N:24])[CH:18]=2)[CH:26]=[CH:27][CH:28]=[CH:29][CH:30]=1, predict the reactants needed to synthesize it. The reactants are: [NH2:1][C:2]1[O:6][C:5]([C:7](=[O:10])[CH2:8][CH3:9])=[N:4][N:3]=1.Br[CH2:12][C:13]1[CH:22]=[C:21]2[C:16]([C:17]([C:25]3[CH:30]=[CH:29][CH:28]=[CH:27][CH:26]=3)=[CH:18][C:19]([C:23]#[N:24])=[N:20]2)=[CH:15][CH:14]=1.C(N(CC)C(C)C)(C)C. (4) Given the product [Br:1][C:2]1[CH:3]=[C:4]([C:9]([OH:11])=[O:10])[C:5]([Cl:14])=[N:6][CH:7]=1, predict the reactants needed to synthesize it. The reactants are: [Br:1][C:2]1[CH:3]=[C:4]([C:9]([OH:11])=[O:10])[C:5](O)=[N:6][CH:7]=1.O=P(Cl)(Cl)[Cl:14]. (5) Given the product [F:2][C:3]1[CH:4]=[N:5][C:6]([C@@H:9]([NH:11][C:13]2[N:14]=[C:15]([NH:32][C:33]3[N:34]=[CH:35][N:36]([CH3:38])[CH:37]=3)[C:16]3[CH:21]=[CH:20][N:19]([S:22]([C:25]4[CH:30]=[CH:29][C:28]([CH3:31])=[CH:27][CH:26]=4)(=[O:24])=[O:23])[C:17]=3[N:18]=2)[CH3:10])=[N:7][CH:8]=1, predict the reactants needed to synthesize it. The reactants are: Cl.[F:2][C:3]1[CH:4]=[N:5][C:6]([C@@H:9]([NH2:11])[CH3:10])=[N:7][CH:8]=1.Cl[C:13]1[N:14]=[C:15]([NH:32][C:33]2[N:34]=[CH:35][N:36]([CH3:38])[CH:37]=2)[C:16]2[CH:21]=[CH:20][N:19]([S:22]([C:25]3[CH:30]=[CH:29][C:28]([CH3:31])=[CH:27][CH:26]=3)(=[O:24])=[O:23])[C:17]=2[N:18]=1. (6) Given the product [CH3:13][S:14]([N:17]1[CH2:22][CH2:21][N:20]([C:2]([Cl:1])=[O:4])[CH2:19][C@H:18]1[CH3:23])(=[O:15])=[O:16], predict the reactants needed to synthesize it. The reactants are: [Cl:1][C:2](Cl)([O:4]C(=O)OC(Cl)(Cl)Cl)Cl.[CH3:13][S:14]([N:17]1[CH2:22][CH2:21][NH:20][CH2:19][C@H:18]1[CH3:23])(=[O:16])=[O:15].N1C=CC=CC=1. (7) Given the product [C:8]([O:21][C:20](=[O:22])[NH:19][C:8]1([C:13]2[CH:18]=[CH:17][CH:16]=[CH:15][CH:14]=2)[CH2:9][CH2:10][C:11]2([CH2:2][CH2:1]2)[N:6]([CH3:5])[CH2:7]1)([CH3:13])([CH3:9])[CH3:7], predict the reactants needed to synthesize it. The reactants are: [CH2:1]([Mg]Br)[CH3:2].[CH3:5][N:6]1[C:11](=O)[CH2:10][CH2:9][C:8]([NH:19][C:20](=[O:22])[OH:21])([C:13]2[CH:18]=[CH:17][CH:16]=[CH:15][CH:14]=2)[CH2:7]1. (8) Given the product [F:20][C:18]1[CH:17]=[CH:16][C:14]([NH2:15])=[C:13]([C:5]2[CH:6]=[CH:7][C:2]([CH3:1])=[C:3]([F:11])[CH:4]=2)[CH:19]=1, predict the reactants needed to synthesize it. The reactants are: [CH3:1][C:2]1[CH:7]=[CH:6][C:5](B(O)O)=[CH:4][C:3]=1[F:11].Br[C:13]1[CH:19]=[C:18]([F:20])[CH:17]=[CH:16][C:14]=1[NH2:15].